Dataset: Forward reaction prediction with 1.9M reactions from USPTO patents (1976-2016). Task: Predict the product of the given reaction. (1) Given the reactants [F:1][C:2]1[CH:30]=[C:29]([NH:31][S:32]([C:35]2[CH:40]=[CH:39][C:38]([CH2:41][NH:42][CH3:43])=[CH:37][CH:36]=2)(=[O:34])=[O:33])[CH:28]=[C:27]([F:44])[C:3]=1[C:4]([NH:6][C@H:7]([C:24]([OH:26])=[O:25])[CH2:8][C:9]1[CH:14]=[CH:13][C:12]([N:15]2[C:20](=[O:21])[CH:19]=[CH:18][N:17]([CH3:22])[C:16]2=[O:23])=[CH:11][CH:10]=1)=[O:5].Cl.O1CCOCC1.[CH:52]1([CH2:58]O)[CH2:57][CH2:56][CH2:55][CH2:54][CH2:53]1, predict the reaction product. The product is: [F:1][C:2]1[CH:30]=[C:29]([NH:31][S:32]([C:35]2[CH:36]=[CH:37][C:38]([CH2:41][NH:42][CH3:43])=[CH:39][CH:40]=2)(=[O:34])=[O:33])[CH:28]=[C:27]([F:44])[C:3]=1[C:4]([NH:6][C@H:7]([C:24]([O:26][CH2:58][CH:52]1[CH2:57][CH2:56][CH2:55][CH2:54][CH2:53]1)=[O:25])[CH2:8][C:9]1[CH:10]=[CH:11][C:12]([N:15]2[C:20](=[O:21])[CH:19]=[CH:18][N:17]([CH3:22])[C:16]2=[O:23])=[CH:13][CH:14]=1)=[O:5]. (2) Given the reactants [F:1][C:2]1([F:29])[CH2:7][CH2:6][N:5]([C:8]([C:10]2[NH:11][C:12]3[C:17]([CH:18]=2)=[CH:16][C:15]([O:19][CH:20]2[CH2:25][CH2:24][N:23]([CH:26]([CH3:28])[CH3:27])[CH2:22][CH2:21]2)=[CH:14][CH:13]=3)=[O:9])[CH2:4][CH2:3]1.[F:30][C:31]1[CH:38]=[CH:37][C:34]([CH2:35]Br)=[CH:33][CH:32]=1, predict the reaction product. The product is: [F:29][C:2]1([F:1])[CH2:7][CH2:6][N:5]([C:8]([C:10]2[N:11]([CH2:35][C:34]3[CH:37]=[CH:38][C:31]([F:30])=[CH:32][CH:33]=3)[C:12]3[C:17]([CH:18]=2)=[CH:16][C:15]([O:19][CH:20]2[CH2:25][CH2:24][N:23]([CH:26]([CH3:27])[CH3:28])[CH2:22][CH2:21]2)=[CH:14][CH:13]=3)=[O:9])[CH2:4][CH2:3]1. (3) Given the reactants [F:1][C:2]([F:21])([F:20])[C:3]1[CH:8]=[CH:7][C:6]([CH:9]2[CH2:14][C:13](=[O:15])[NH:12][C:11]([CH3:16])=[C:10]2[C:17](O)=[O:18])=[CH:5][CH:4]=1.[NH2:22][C:23]1[CH:24]=[C:25]2[C:29](=[CH:30][C:31]=1[F:32])[NH:28][N:27]=[CH:26]2.C(Cl)CCl.CCN(CC)CC, predict the reaction product. The product is: [F:32][C:31]1[CH:30]=[C:29]2[C:25]([CH:26]=[N:27][NH:28]2)=[CH:24][C:23]=1[NH:22][C:17]([C:10]1[CH:9]([C:6]2[CH:5]=[CH:4][C:3]([C:2]([F:21])([F:20])[F:1])=[CH:8][CH:7]=2)[CH2:14][C:13](=[O:15])[NH:12][C:11]=1[CH3:16])=[O:18]. (4) The product is: [Cl:14][C:15]1[C:20]([O:21][CH3:22])=[CH:19][C:18]([O:23][CH3:24])=[CH:17][C:16]=1[N:25]=[C:10]([C:3]1[C:2]([F:1])=[CH:7][C:6]([F:8])=[CH:5][C:4]=1[F:9])[CH2:11][CH3:12]. Given the reactants [F:1][C:2]1[CH:7]=[C:6]([F:8])[CH:5]=[C:4]([F:9])[C:3]=1[C:10](=O)[CH2:11][CH3:12].[Cl:14][C:15]1[C:20]([O:21][CH3:22])=[CH:19][C:18]([O:23][CH3:24])=[CH:17][C:16]=1[NH2:25].C1(C)C=CC(S(O)(=O)=O)=CC=1, predict the reaction product. (5) Given the reactants [CH:1]1([C:6]2[NH:11][C:10](=[O:12])[C:9]([CH:13]([NH:16][C:17]([CH:19]3[CH2:21][CH:20]3[CH3:22])=O)[CH2:14][CH3:15])=[N:8][N:7]=2)[CH2:5][CH2:4][CH2:3][CH2:2]1.P(Cl)(Cl)(Cl)=O, predict the reaction product. The product is: [CH:1]1([C:6]2[NH:11][C:10](=[O:12])[C:9]3=[C:13]([CH2:14][CH3:15])[N:16]=[C:17]([CH:19]4[CH2:21][CH:20]4[CH3:22])[N:8]3[N:7]=2)[CH2:5][CH2:4][CH2:3][CH2:2]1. (6) Given the reactants Cl[C:2]1[C:3]2[C:4](=[N:8][N:9]([CH2:11][C:12]3[CH:17]=[CH:16][C:15]([CH2:18][N:19]4[CH:23]=[CH:22][CH:21]=[N:20]4)=[CH:14][CH:13]=3)[CH:10]=2)[N:5]=[CH:6][N:7]=1.CCN(C(C)C)C(C)C.[F:33][C:34]1[C:39]([O:40][CH3:41])=[CH:38][CH:37]=[C:36]([C:42]2[CH:46]=[CH:45][O:44][CH:43]=2)[C:35]=1[CH2:47][NH2:48], predict the reaction product. The product is: [F:33][C:34]1[C:39]([O:40][CH3:41])=[CH:38][CH:37]=[C:36]([C:42]2[CH:46]=[CH:45][O:44][CH:43]=2)[C:35]=1[CH2:47][NH:48][C:2]1[C:3]2[C:4](=[N:8][N:9]([CH2:11][C:12]3[CH:17]=[CH:16][C:15]([CH2:18][N:19]4[CH:23]=[CH:22][CH:21]=[N:20]4)=[CH:14][CH:13]=3)[CH:10]=2)[N:5]=[CH:6][N:7]=1. (7) The product is: [Cl:23][C:10]1[C:9]([C:29]#[C:28][Si:25]([CH3:27])([CH3:26])[CH3:24])=[C:14]([N:15]2[CH2:19][CH2:18][CH2:17][CH:16]2[CH3:20])[N:13]=[C:12]([C:21]#[N:22])[N:11]=1. Given the reactants C(N(CC)CC)C.Br[C:9]1[C:10]([Cl:23])=[N:11][C:12]([C:21]#[N:22])=[N:13][C:14]=1[N:15]1[CH2:19][CH2:18][CH2:17][CH:16]1[CH3:20].[CH3:24][Si:25]([C:28]#[CH:29])([CH3:27])[CH3:26], predict the reaction product. (8) Given the reactants C([N:8]1[CH2:13][CH2:12][C:11]([CH:15]([CH3:17])[CH3:16])([OH:14])[CH2:10][CH2:9]1)C1C=CC=CC=1.CCOC(C)=O.CO.N, predict the reaction product. The product is: [CH:15]([C:11]1([OH:14])[CH2:12][CH2:13][NH:8][CH2:9][CH2:10]1)([CH3:17])[CH3:16]. (9) Given the reactants [F:1][C:2]([F:29])([F:28])[C:3]1[C:12]([O:13][C@H:14]2[CH2:19][CH2:18][C@@H:17]([C:20]([F:23])([F:22])[F:21])[CH2:16][CH2:15]2)=[CH:11][CH:10]=[C:9]2[C:4]=1[CH:5]=[CH:6][C:7]([CH2:24][C:25]([OH:27])=O)=[CH:8]2.CN(C(ON1N=N[C:40]2[CH:41]=[CH:42][CH:43]=[N:44][C:39]1=2)=[N+](C)C)C.F[P-](F)(F)(F)(F)F.[OH2:54], predict the reaction product. The product is: [F:1][C:2]([F:29])([F:28])[C:3]1[C:12]([O:13][C@H:14]2[CH2:15][CH2:16][C@@H:17]([C:20]([F:23])([F:21])[F:22])[CH2:18][CH2:19]2)=[CH:11][CH:10]=[C:9]2[C:4]=1[CH:5]=[CH:6][C:7]([CH2:24][C:25]([N:44]1[CH:43]3[CH2:42][CH2:41][CH2:40][CH:39]1[CH2:2][CH:3]([C:12]([O:13][CH3:14])=[O:54])[CH2:4]3)=[O:27])=[CH:8]2.